This data is from Forward reaction prediction with 1.9M reactions from USPTO patents (1976-2016). The task is: Predict the product of the given reaction. (1) Given the reactants [CH3:1][N:2]1[C:6]2[CH:7]=[CH:8][CH:9]=[CH:10][C:5]=2[N:4]([CH2:11][CH2:12][NH:13]C(=O)OC(C)(C)C)[C:3]1=[O:21].C(O)(C(F)(F)F)=O, predict the reaction product. The product is: [NH2:13][CH2:12][CH2:11][N:4]1[C:5]2[CH:10]=[CH:9][CH:8]=[CH:7][C:6]=2[N:2]([CH3:1])[C:3]1=[O:21]. (2) Given the reactants [CH3:1][O:2][C:3]1[CH:4]=[C:5]([CH:42]=[C:43]([O:47]S(C)(=O)=O)[C:44]=1[O:45][CH3:46])[C:6]([N:8]1[CH2:12][CH2:11][C:10]([CH2:19][CH2:20][N:21]2[CH2:27][CH2:26][CH2:25][N:24]([C:28]3[N:32]([CH2:33][CH2:34][O:35][CH2:36][CH3:37])[C:31]4[CH:38]=[CH:39][CH:40]=[CH:41][C:30]=4[N:29]=3)[CH2:23][CH2:22]2)([C:13]2[CH:18]=[CH:17][CH:16]=[CH:15][CH:14]=2)[CH2:9]1)=[O:7].C(=O)([O-])[O-].[K+].[K+].[OH-].[Na+].Cl.O1CCOCC1, predict the reaction product. The product is: [CH3:1][O:2][C:3]1[CH:4]=[C:5]([CH:42]=[C:43]([OH:47])[C:44]=1[O:45][CH3:46])[C:6]([N:8]1[CH2:12][CH2:11][C:10]([CH2:19][CH2:20][N:21]2[CH2:27][CH2:26][CH2:25][N:24]([C:28]3[N:32]([CH2:33][CH2:34][O:35][CH2:36][CH3:37])[C:31]4[CH:38]=[CH:39][CH:40]=[CH:41][C:30]=4[N:29]=3)[CH2:23][CH2:22]2)([C:13]2[CH:14]=[CH:15][CH:16]=[CH:17][CH:18]=2)[CH2:9]1)=[O:7]. (3) Given the reactants [CH3:1][NH:2][CH:3]1[C:11]2[C:6](=[CH:7][CH:8]=[CH:9][CH:10]=2)[CH2:5][CH:4]1[CH3:12].C(N(CC)CC)C.[CH3:20][C:21]1[N:25]([CH2:26][C:27]([N:29]2[CH2:34][CH2:33][CH:32]([C:35]3[S:36][CH:37]=[C:38]([C:40](Cl)=[O:41])[N:39]=3)[CH2:31][CH2:30]2)=[O:28])[N:24]=[C:23]([C:43]([F:46])([F:45])[F:44])[CH:22]=1, predict the reaction product. The product is: [CH3:12][CH:4]1[CH2:5][C:6]2[C:11](=[CH:10][CH:9]=[CH:8][CH:7]=2)[CH:3]1[N:2]([CH3:1])[C:40]([C:38]1[N:39]=[C:35]([CH:32]2[CH2:31][CH2:30][N:29]([C:27](=[O:28])[CH2:26][N:25]3[C:21]([CH3:20])=[CH:22][C:23]([C:43]([F:44])([F:45])[F:46])=[N:24]3)[CH2:34][CH2:33]2)[S:36][CH:37]=1)=[O:41]. (4) Given the reactants FC(F)(F)C(O)=O.F[C:9]1[CH:37]=[CH:36][C:12]([O:13][CH2:14][C@@H:15]([N:17]2[CH2:21][CH2:20][C:19]3([C:33]4[NH:32][C:31]5[C:26](=[CH:27][C:28]([O:34][CH3:35])=[CH:29][CH:30]=5)[C:25]=4[CH2:24][CH2:23][NH:22]3)[CH2:18]2)C)=[CH:11][CH:10]=1.CS(OCCO[C:46]1[CH:51]=CC=C(C(C)C)[CH:47]=1)(=O)=O, predict the reaction product. The product is: [CH:46]([C:37]1[CH:36]=[C:12]([CH:11]=[CH:10][CH:9]=1)[O:13][CH2:14][CH2:15][N:17]1[CH2:21][CH2:20][C:19]2([C:33]3[NH:32][C:31]4[C:26](=[CH:27][C:28]([O:34][CH3:35])=[CH:29][CH:30]=4)[C:25]=3[CH2:24][CH2:23][NH:22]2)[CH2:18]1)([CH3:51])[CH3:47]. (5) Given the reactants Cl[C:2]1[C:11]2[C:6](=[C:7]([C:12]([NH:14][C:15]3[C:20]([F:21])=[CH:19][CH:18]=[C:17]([NH:22][S:23]([CH2:26][CH2:27][CH3:28])(=[O:25])=[O:24])[C:16]=3[Cl:29])=[O:13])[CH:8]=[CH:9][CH:10]=2)[N:5]=[CH:4][N:3]=1.[NH3:30], predict the reaction product. The product is: [Cl:29][C:16]1[C:17]([NH:22][S:23]([CH2:26][CH2:27][CH3:28])(=[O:25])=[O:24])=[CH:18][CH:19]=[C:20]([F:21])[C:15]=1[NH:14][C:12]([C:7]1[CH:8]=[CH:9][CH:10]=[C:11]2[C:6]=1[N:5]=[CH:4][N:3]=[C:2]2[NH2:30])=[O:13]. (6) Given the reactants [Cl:1][C:2]1[C:3]([C:12]([NH2:14])=[O:13])=[N:4][C:5](S(C)(=O)=O)=[N:6][CH:7]=1.[CH3:15][C@H:16]1[CH2:24][C:23]2[C:18](=[CH:19][C:20]([CH3:25])=[CH:21][CH:22]=2)[C@@H:17]1[NH2:26].C(N(CC)CC)C, predict the reaction product. The product is: [Cl:1][C:2]1[C:3]([C:12]([NH2:14])=[O:13])=[N:4][C:5]([NH:26][C@H:17]2[C:18]3[C:23](=[CH:22][CH:21]=[C:20]([CH3:25])[CH:19]=3)[CH2:24][C@@H:16]2[CH3:15])=[N:6][CH:7]=1.